From a dataset of Catalyst prediction with 721,799 reactions and 888 catalyst types from USPTO. Predict which catalyst facilitates the given reaction. (1) Reactant: Br[CH2:2][C:3]([NH:5][C:6]1[CH:11]=[C:10]([N+:12]([O-:14])=[O:13])[CH:9]=[CH:8][C:7]=1[C:15]([CH3:18])([CH3:17])[CH3:16])=[O:4].C(=O)([O-])[O-].[K+].[K+].[CH3:25][NH:26][CH3:27]. Product: [C:15]([C:7]1[CH:8]=[CH:9][C:10]([N+:12]([O-:14])=[O:13])=[CH:11][C:6]=1[NH:5][C:3](=[O:4])[CH2:2][N:26]([CH3:27])[CH3:25])([CH3:18])([CH3:17])[CH3:16]. The catalyst class is: 1. (2) Reactant: [F:1][C@H:2]1[C@@H:7]([O:8][C:9]2[CH:16]=[CH:15][C:14]([C:17]3[N:22]=[C:21]([NH:23][C:24]4[CH:29]=[CH:28][C:27]([N:30]5[CH2:35][CH2:34][N:33]([CH:36]6[CH2:39][O:38][CH2:37]6)[CH2:32][CH2:31]5)=[CH:26][CH:25]=4)[N:20]=[CH:19][N:18]=3)=[CH:13][C:10]=2[C:11]#[N:12])[CH2:6][CH2:5][NH:4][CH2:3]1.C(N(CC)C(C)C)(C)C.[C:49](Cl)(=[O:51])[CH3:50]. Product: [C:49]([N:4]1[CH2:5][CH2:6][C@H:7]([O:8][C:9]2[CH:16]=[CH:15][C:14]([C:17]3[N:22]=[C:21]([NH:23][C:24]4[CH:29]=[CH:28][C:27]([N:30]5[CH2:31][CH2:32][N:33]([CH:36]6[CH2:39][O:38][CH2:37]6)[CH2:34][CH2:35]5)=[CH:26][CH:25]=4)[N:20]=[CH:19][N:18]=3)=[CH:13][C:10]=2[C:11]#[N:12])[C@H:2]([F:1])[CH2:3]1)(=[O:51])[CH3:50]. The catalyst class is: 4. (3) Reactant: [OH-].[Li+].[CH3:3][O:4][C:5]1[CH:10]=[CH:9][C:8]([C@@H:11]2[C@@H:16]([O:17][CH2:18][C:19]3[CH:20]=[CH:21][C:22]4[O:27][CH2:26][CH2:25][N:24]([CH2:28][CH2:29][CH2:30][O:31][CH3:32])[C:23]=4[CH:33]=3)[CH2:15][N:14]([S:34]([C:37]3[CH:42]=[CH:41][C:40]([CH3:43])=[CH:39][CH:38]=3)(=[O:36])=[O:35])[CH2:13][C@H:12]2[O:44][CH2:45][C:46]([O:48]C)=[O:47])=[CH:7][CH:6]=1.Cl. Product: [CH3:3][O:4][C:5]1[CH:6]=[CH:7][C:8]([C@@H:11]2[C@@H:16]([O:17][CH2:18][C:19]3[CH:20]=[CH:21][C:22]4[O:27][CH2:26][CH2:25][N:24]([CH2:28][CH2:29][CH2:30][O:31][CH3:32])[C:23]=4[CH:33]=3)[CH2:15][N:14]([S:34]([C:37]3[CH:38]=[CH:39][C:40]([CH3:43])=[CH:41][CH:42]=3)(=[O:36])=[O:35])[CH2:13][C@H:12]2[O:44][CH2:45][C:46]([OH:48])=[O:47])=[CH:9][CH:10]=1. The catalyst class is: 7. (4) Product: [CH2:1]([N:5]1[CH2:8][CH:7]([C:9]2[CH:14]=[CH:13][C:12]([NH:15][S:16]([C:19]3[CH:24]=[CH:23][C:22]([O:25][C:26]([F:29])([F:28])[F:27])=[CH:21][CH:20]=3)(=[O:18])=[O:17])=[CH:11][CH:10]=2)[CH2:6]1)[CH2:2][CH3:3]. The catalyst class is: 1. Reactant: [C:1]([N:5]1[CH2:8][CH:7]([C:9]2[CH:14]=[CH:13][C:12]([NH:15][S:16]([C:19]3[CH:24]=[CH:23][C:22]([O:25][C:26]([F:29])([F:28])[F:27])=[CH:21][CH:20]=3)(=[O:18])=[O:17])=[CH:11][CH:10]=2)[CH2:6]1)(=O)[CH2:2][CH3:3].C(OCC)(=O)C.